This data is from Forward reaction prediction with 1.9M reactions from USPTO patents (1976-2016). The task is: Predict the product of the given reaction. (1) Given the reactants Cl.N1C=CC=CC=1.[Cl:8][C:9]1[CH:14]=[CH:13][CH:12]=[CH:11][C:10]=1[C:15]1[O:16][C:17]2[C:22]([C:23](=[O:25])[CH:24]=1)=[C:21]([O:26]C)[CH:20]=[C:19]([O:28]C)[C:18]=2[C@@H:30]1[CH2:34][CH2:33][N:32]([CH3:35])[C@H:31]1[CH2:36][OH:37].C([O-])([O-])=O.[Na+].[Na+], predict the reaction product. The product is: [Cl:8][C:9]1[CH:14]=[CH:13][CH:12]=[CH:11][C:10]=1[C:15]1[O:16][C:17]2[C:22]([C:23](=[O:25])[CH:24]=1)=[C:21]([OH:26])[CH:20]=[C:19]([OH:28])[C:18]=2[C@@H:30]1[CH2:34][CH2:33][N:32]([CH3:35])[C@H:31]1[CH2:36][OH:37]. (2) Given the reactants [F:1][C:2]1[C:21]([F:22])=[C:20]([O:23][CH3:24])[CH:19]=[CH:18][C:3]=1[CH2:4][CH:5]1[C:9]2=[N:10][C:11]3[CH:16]=[CH:15][CH:14]=[CH:13][C:12]=3[N:8]2[C:7](=[O:17])[NH:6]1.Cl.[NH2:26][C:27]12[CH2:34][CH2:33][C:30]([OH:35])([CH2:31][CH2:32]1)[CH2:29][CH2:28]2.C(O)(C(F)(F)F)=O, predict the reaction product. The product is: [NH:10]1[C:11]2[CH:16]=[CH:15][CH:14]=[CH:13][C:12]=2[N:8]=[C:9]1[CH:5]([NH:6][C:7]([NH:26][C:27]12[CH2:34][CH2:33][C:30]([OH:35])([CH2:31][CH2:32]1)[CH2:29][CH2:28]2)=[O:17])[CH2:4][C:3]1[CH:18]=[CH:19][C:20]([O:23][CH3:24])=[C:21]([F:22])[C:2]=1[F:1]. (3) Given the reactants [NH2:1][C:2]1[C:3]([C:9]#[N:10])=[N:4][CH:5]=[C:6]([Br:8])[CH:7]=1.NC1C(C(N)=O)=NC=C(Br)C=1.P12(SP3(SP(SP(S3)(S1)=S)(=S)S2)=S)=[S:23], predict the reaction product. The product is: [NH2:1][C:2]1[C:3]([C:9](=[S:23])[NH2:10])=[N:4][CH:5]=[C:6]([Br:8])[CH:7]=1. (4) Given the reactants [Br:1][C:2]1[C:3](O)=[N:4][C:5]([CH3:8])=[N:6][CH:7]=1.P(Cl)(Cl)([Cl:12])=O, predict the reaction product. The product is: [Br:1][C:2]1[C:3]([Cl:12])=[N:4][C:5]([CH3:8])=[N:6][CH:7]=1. (5) The product is: [CH3:1][C:2]([CH3:52])([CH3:51])[C:3]([O:5][CH2:6][O:7][C:8]([C:10]1([C:41]([OH:43])=[O:42])[CH2:11][CH2:12][N:13]([CH2:16][C:17]2[CH:18]=[CH:19][C:20]([C:23]3[N:27]=[C:26]([C:28]4[CH:33]=[CH:32][C:31]([C:34]5[CH:35]=[CH:36][CH:37]=[CH:38][CH:39]=5)=[C:30]([F:40])[CH:29]=4)[O:25][N:24]=3)=[CH:21][CH:22]=2)[CH2:14][CH2:15]1)=[O:9])=[O:4]. Given the reactants [CH3:1][C:2]([CH3:52])([CH3:51])[C:3]([O:5][CH2:6][O:7][C:8]([C:10]1([C:41]([O:43]CC2C=CC=CC=2)=[O:42])[CH2:15][CH2:14][N:13]([CH2:16][C:17]2[CH:22]=[CH:21][C:20]([C:23]3[N:27]=[C:26]([C:28]4[CH:33]=[CH:32][C:31]([C:34]5[CH:39]=[CH:38][CH:37]=[CH:36][CH:35]=5)=[C:30]([F:40])[CH:29]=4)[O:25][N:24]=3)=[CH:19][CH:18]=2)[CH2:12][CH2:11]1)=[O:9])=[O:4], predict the reaction product.